From a dataset of Full USPTO retrosynthesis dataset with 1.9M reactions from patents (1976-2016). Predict the reactants needed to synthesize the given product. (1) Given the product [CH2:14]([O:13][C:11]([C:10]1[N:2]([CH3:1])[N:18]=[CH:17][C:9]=1[C:8]([O:7][CH2:5][CH3:6])=[O:21])=[O:12])[CH3:15], predict the reactants needed to synthesize it. The reactants are: [CH3:1][NH:2]N.Cl.[CH2:5]([O:7][C:8](=[O:21])[C:9](=[CH:17][N:18](C)C)[C:10](=O)[C:11]([O:13][CH2:14][CH3:15])=[O:12])[CH3:6]. (2) Given the product [OH:33][CH:25]([CH2:26][N:27]1[CH2:32][CH2:31][O:30][CH2:29][CH2:28]1)[CH2:24][NH:23][C:19]([C:15]1[C:14]([CH3:22])=[C:13](/[CH:12]=[C:5]2\[C:6](=[O:11])[NH:7][C:8]3[C:4]\2=[CH:3][C:2]([Cl:1])=[CH:10][CH:9]=3)[NH:17][C:16]=1[CH3:18])=[O:21], predict the reactants needed to synthesize it. The reactants are: [Cl:1][C:2]1[CH:3]=[C:4]2[C:8](=[CH:9][CH:10]=1)[NH:7][C:6](=[O:11])[C:5]2=[CH:12][C:13]1[NH:17][C:16]([CH3:18])=[C:15]([C:19]([OH:21])=O)[C:14]=1[CH3:22].[NH2:23][CH2:24][CH:25]([OH:33])[CH2:26][N:27]1[CH2:32][CH2:31][O:30][CH2:29][CH2:28]1. (3) The reactants are: C[O:2][C:3]([C:5]1([CH2:11][NH:12][C:13]([O:15][C:16]([CH3:19])([CH3:18])[CH3:17])=[O:14])[CH2:7][CH:6]1[CH:8]([CH3:10])[CH3:9])=[O:4].[Li+].[OH-]. Given the product [C:16]([O:15][C:13]([NH:12][CH2:11][C:5]1([C:3]([OH:4])=[O:2])[CH2:7][CH:6]1[CH:8]([CH3:9])[CH3:10])=[O:14])([CH3:17])([CH3:19])[CH3:18], predict the reactants needed to synthesize it. (4) Given the product [NH2:42][C:43]1[N:52]=[C:51]([N:53]2[CH2:54][CH2:55][N:56]([CH3:59])[CH2:57][CH2:58]2)[C:50]2[C:45](=[CH:46][C:47]([C:60]([NH:39][CH2:38][C:34]3[CH:35]=[CH:36][CH:37]=[C:32]([O:31][C:30]4[CH:40]=[CH:41][C:27]([O:26][CH3:25])=[CH:28][CH:29]=4)[CH:33]=3)=[O:61])=[CH:48][CH:49]=2)[N:44]=1, predict the reactants needed to synthesize it. The reactants are: F[P-](F)(F)(F)(F)F.C[N+](C)=C(N(C)C)ON1C2N=CC=CC=2N=N1.[CH3:25][O:26][C:27]1[CH:41]=[CH:40][C:30]([O:31][C:32]2[CH:33]=[C:34]([CH2:38][NH2:39])[CH:35]=[CH:36][CH:37]=2)=[CH:29][CH:28]=1.[NH2:42][C:43]1[N:52]=[C:51]([N:53]2[CH2:58][CH2:57][N:56]([CH3:59])[CH2:55][CH2:54]2)[C:50]2[C:45](=[CH:46][C:47]([C:60](O)=[O:61])=[CH:48][CH:49]=2)[N:44]=1.C(N(CC)C(C)C)(C)C. (5) Given the product [CH3:34][O:35][CH2:36][C:37]([N:2]1[CH2:7][CH2:6][CH2:5][C@H:4]([NH:8][C:9]([C:11]2[C:15]3[N:16]=[CH:17][N:18]=[C:19]([C:20]4[CH:25]=[C:24]([F:26])[C:23]([O:27][CH3:28])=[CH:22][C:21]=4[O:29][CH2:30][CH:31]4[CH2:32][CH2:33]4)[C:14]=3[NH:13][CH:12]=2)=[O:10])[CH2:3]1)=[O:38], predict the reactants needed to synthesize it. The reactants are: Cl.[NH:2]1[CH2:7][CH2:6][CH2:5][C@H:4]([NH:8][C:9]([C:11]2[C:15]3[N:16]=[CH:17][N:18]=[C:19]([C:20]4[CH:25]=[C:24]([F:26])[C:23]([O:27][CH3:28])=[CH:22][C:21]=4[O:29][CH2:30][CH:31]4[CH2:33][CH2:32]4)[C:14]=3[NH:13][CH:12]=2)=[O:10])[CH2:3]1.[CH3:34][O:35][CH2:36][C:37](Cl)=[O:38]. (6) The reactants are: Cl.C(N=C=NCCCN(C)C)C.Cl.Cl.[NH2:15][C@@H:16]([CH:34]([CH3:36])[CH3:35])[C:17]([N:19]1[CH2:24][CH2:23][CH:22]([N:25]([C:27]2[CH:32]=[CH:31][C:30]([F:33])=[CH:29][CH:28]=2)[CH3:26])[CH2:21][CH2:20]1)=[O:18].[OH:37][C:38]1[C:39]([C:48](O)=[O:49])=[N:40][C:41]2[C:46]([N:47]=1)=[CH:45][CH:44]=[CH:43][CH:42]=2.O.ON1C2C=CC=CC=2N=N1.CN1CCOCC1. Given the product [F:33][C:30]1[CH:29]=[CH:28][C:27]([N:25]([CH3:26])[CH:22]2[CH2:23][CH2:24][N:19]([C:17]([C@@H:16]([NH:15][C:48]([C:39]3[C:38]([OH:37])=[N:47][C:46]4[C:41](=[CH:42][CH:43]=[CH:44][CH:45]=4)[N:40]=3)=[O:49])[CH:34]([CH3:36])[CH3:35])=[O:18])[CH2:20][CH2:21]2)=[CH:32][CH:31]=1, predict the reactants needed to synthesize it. (7) Given the product [NH2:7][C:8]1[CH:13]=[CH:12][CH:11]=[CH:10][C:9]=1[NH:14][C:15]([C:17]1[S:21][C:20]2[CH:22]=[CH:23][C:24]([O:26][CH2:27][CH2:28][N:29]([CH3:31])[CH3:30])=[CH:25][C:19]=2[CH:18]=1)=[O:16], predict the reactants needed to synthesize it. The reactants are: C(OC(=O)[NH:7][C:8]1[CH:13]=[CH:12][CH:11]=[CH:10][C:9]=1[NH:14][C:15]([C:17]1[S:21][C:20]2[CH:22]=[CH:23][C:24]([O:26][CH2:27][CH2:28][N:29]([CH3:31])[CH3:30])=[CH:25][C:19]=2[CH:18]=1)=[O:16])(C)(C)C.C(=O)(O)[O-].[Na+].